The task is: Predict the product of the given reaction.. This data is from Forward reaction prediction with 1.9M reactions from USPTO patents (1976-2016). The product is: [NH:1]1[C:9]2[C:4](=[CH:5][C:6]([CH2:10][NH:13][CH3:12])=[CH:7][CH:8]=2)[CH:3]=[CH:2]1. Given the reactants [NH:1]1[C:9]2[C:4](=[CH:5][C:6]([CH:10]=O)=[CH:7][CH:8]=2)[CH:3]=[CH:2]1.[CH3:12][NH2:13].[BH4-].[Na+].O, predict the reaction product.